This data is from Forward reaction prediction with 1.9M reactions from USPTO patents (1976-2016). The task is: Predict the product of the given reaction. (1) Given the reactants [CH3:1][C:2]1([CH3:12])[C:10]2[C:5](=[N:6][CH:7]=[CH:8][CH:9]=2)[NH:4][C:3]1=O.[H-].[Al+3].[Li+].[H-].[H-].[H-], predict the reaction product. The product is: [CH3:1][C:2]1([CH3:12])[C:10]2[C:5](=[N:6][CH:7]=[CH:8][CH:9]=2)[NH:4][CH2:3]1. (2) Given the reactants [NH2:1][C:2]1[N:10]=[C:9]([O:11][CH2:12][CH2:13][CH2:14][CH3:15])[N:8]=[C:7]2[C:3]=1[NH:4][C:5](=[O:38])[N:6]2[CH2:16][CH2:17][CH2:18][N:19]([CH2:26][C:27]1[CH:28]=[C:29]([CH2:33][C:34]([O:36][CH3:37])=[O:35])[CH:30]=[CH:31][CH:32]=1)[CH:20]1[CH2:25][CH2:24][NH:23][CH2:22][CH2:21]1.C(N(CC)CC)C.Br[CH2:47][CH2:48][OH:49], predict the reaction product. The product is: [NH2:1][C:2]1[N:10]=[C:9]([O:11][CH2:12][CH2:13][CH2:14][CH3:15])[N:8]=[C:7]2[C:3]=1[NH:4][C:5](=[O:38])[N:6]2[CH2:16][CH2:17][CH2:18][N:19]([CH2:26][C:27]1[CH:28]=[C:29]([CH2:33][C:34]([O:36][CH3:37])=[O:35])[CH:30]=[CH:31][CH:32]=1)[CH:20]1[CH2:25][CH2:24][N:23]([CH2:47][CH2:48][OH:49])[CH2:22][CH2:21]1. (3) The product is: [OH:22][B:19]1[C:18]2[CH:23]=[C:14]([NH:13][S:12]([C:5]3[CH:6]=[CH:7][C:8]([O:10][CH3:11])=[CH:9][C:4]=3[CH2:3][OH:2])(=[O:25])=[O:24])[CH:15]=[CH:16][C:17]=2[CH2:21][O:20]1. Given the reactants C[O:2][C:3](=O)[C:4]1[CH:9]=[C:8]([O:10][CH3:11])[CH:7]=[CH:6][C:5]=1[S:12](=[O:25])(=[O:24])[NH:13][C:14]1[CH:15]=[CH:16][C:17]2[CH2:21][O:20][B:19]([OH:22])[C:18]=2[CH:23]=1.CO.[Li+].[BH4-].Cl, predict the reaction product. (4) Given the reactants [CH2:1]([N:4]1[C:12](=[O:13])[C:11]2[NH:10][C:9]([C:14]3[CH:15]=[N:16][N:17]([CH2:19][C:20]4[CH:25]=[CH:24][CH:23]=[C:22]([C:26]([F:29])([F:28])[F:27])[CH:21]=4)[CH:18]=3)=[N:8][C:7]=2[NH:6][C:5]1=[O:30])[CH2:2][CH3:3].[F:31][CH:32]([F:37])C(OCl)=O.[Na].C([O-])([O-])=O.[Cs+].[Cs+].CN(C=O)C, predict the reaction product. The product is: [F:31][CH:32]([F:37])[O:30][C:5]1[N:4]([CH2:1][CH2:2][CH3:3])[C:12](=[O:13])[C:11]2[NH:10][C:9]([C:14]3[CH:15]=[N:16][N:17]([CH2:19][C:20]4[CH:25]=[CH:24][CH:23]=[C:22]([C:26]([F:27])([F:29])[F:28])[CH:21]=4)[CH:18]=3)=[N:8][C:7]=2[N:6]=1.